This data is from Forward reaction prediction with 1.9M reactions from USPTO patents (1976-2016). The task is: Predict the product of the given reaction. (1) Given the reactants [H-].[Na+].[C:3]([C:5]1[C:10]([C:11]2[NH:15][CH:14]=[C:13]([CH2:16][N:17]([CH3:25])[C:18](=[O:24])[O:19][C:20]([CH3:23])([CH3:22])[CH3:21])[CH:12]=2)=[CH:9][CH:8]=[CH:7][N:6]=1)#[N:4].C1OCCOCCOCCOCCOC1.[O:41]1[CH:45]=[CH:44][CH:43]=[C:42]1[S:46](Cl)(=[O:48])=[O:47].[Cl-].[NH4+], predict the reaction product. The product is: [C:3]([C:5]1[C:10]([C:11]2[N:15]([S:46]([C:42]3[O:41][CH:45]=[CH:44][CH:43]=3)(=[O:48])=[O:47])[CH:14]=[C:13]([CH2:16][N:17]([CH3:25])[C:18](=[O:24])[O:19][C:20]([CH3:21])([CH3:22])[CH3:23])[CH:12]=2)=[CH:9][CH:8]=[CH:7][N:6]=1)#[N:4]. (2) Given the reactants [Cl:1][C:2]1[CH:3]=[CH:4][C:5](/[CH:14]=[CH:15]/[C:16]([O:18]C(C)(C)C)=[O:17])=[C:6]([C:8]2[CH:13]=[CH:12][CH:11]=[CH:10][CH:9]=2)[CH:7]=1, predict the reaction product. The product is: [Cl:1][C:2]1[CH:3]=[CH:4][C:5](/[CH:14]=[CH:15]/[C:16]([OH:18])=[O:17])=[C:6]([C:8]2[CH:13]=[CH:12][CH:11]=[CH:10][CH:9]=2)[CH:7]=1. (3) Given the reactants [CH:1]1([C:4]([N:6]2[CH2:10][CH2:9][C@@H:8]([CH2:11][NH:12][C:13]3[C:18]([N+:19]([O-])=O)=[CH:17][CH:16]=[CH:15][N:14]=3)[CH2:7]2)=[O:5])[CH2:3][CH2:2]1, predict the reaction product. The product is: [CH:1]1([C:4]([N:6]2[CH2:10][CH2:9][C@@H:8]([CH2:11][NH:12][C:13]3[C:18]([NH2:19])=[CH:17][CH:16]=[CH:15][N:14]=3)[CH2:7]2)=[O:5])[CH2:3][CH2:2]1. (4) The product is: [Br:1][C:2]1[CH:7]=[CH:6][C:5]([N:8]2[CH2:13][CH2:12][N:11]([C:22]([O:24][C:25]([CH3:28])([CH3:27])[CH3:26])=[O:23])[CH2:10][CH2:9]2)=[C:4]([CH3:14])[CH:3]=1. Given the reactants [Br:1][C:2]1[CH:7]=[CH:6][C:5]([N:8]2[CH2:13][CH2:12][NH:11][CH2:10][CH2:9]2)=[C:4]([CH3:14])[CH:3]=1.CCN(CC)CC.[C:22](O[C:22]([O:24][C:25]([CH3:28])([CH3:27])[CH3:26])=[O:23])([O:24][C:25]([CH3:28])([CH3:27])[CH3:26])=[O:23], predict the reaction product. (5) The product is: [OH:16][C:15]1[CH:17]=[CH:18][CH:19]=[CH:20][C:14]=1[C:13]([O:22][CH:23]([CH3:25])[CH3:24])=[O:21]. Given the reactants C1N=CN(C(N2C=NC=C2)=O)C=1.[C:13]([OH:22])(=[O:21])[C:14]1[C:15](=[CH:17][CH:18]=[CH:19][CH:20]=1)[OH:16].[CH:23](O)([CH3:25])[CH3:24].O, predict the reaction product. (6) Given the reactants C([O-])([O-])=O.[K+].[K+].[CH2:7]([NH:14][C:15]([C:17]1[CH:26]=[CH:25][C:24]2[C:19](=[CH:20][CH:21]=[CH:22][CH:23]=2)[C:18]=1Br)=[O:16])[C:8]1[CH:13]=[CH:12][CH:11]=[CH:10][CH:9]=1.[Cl-].[NH4+], predict the reaction product. The product is: [CH2:7]([N:14]1[C:15](=[O:16])[C:17]2[C:18](=[C:19]3[CH:20]=[CH:21][CH:22]=[CH:23][C:24]3=[CH:25][CH:26]=2)[C:25]2[C:26]1=[CH:17][CH:18]=[C:19]1[CH:20]=[CH:21][CH:22]=[CH:23][C:24]1=2)[C:8]1[CH:13]=[CH:12][CH:11]=[CH:10][CH:9]=1. (7) Given the reactants [Br:1][C:2]1[CH:7]=[CH:6][N:5]=[C:4](F)[CH:3]=1.[NH:9]1[CH2:14][CH2:13][CH:12]([C:15]([O:17][CH2:18][CH3:19])=[O:16])[CH2:11][CH2:10]1.C(=O)([O-])[O-].[K+].[K+], predict the reaction product. The product is: [Br:1][C:2]1[CH:7]=[CH:6][N:5]=[C:4]([N:9]2[CH2:14][CH2:13][CH:12]([C:15]([O:17][CH2:18][CH3:19])=[O:16])[CH2:11][CH2:10]2)[CH:3]=1. (8) Given the reactants [C:1]([S:5][C:6](=[O:11])[CH2:7][C:8](=[O:10])[CH3:9])([CH3:4])([CH3:3])[CH3:2].[H-].[Na+].Br[CH2:15][C:16]1[CH:21]=[CH:20][C:19]([N:22]2[CH:26]=[CH:25][CH:24]=[N:23]2)=[CH:18][CH:17]=1.[Cl-].[Na+], predict the reaction product. The product is: [C:1]([S:5][C:6](=[O:11])[CH:7]([CH2:15][C:16]1[CH:17]=[CH:18][C:19]([N:22]2[CH:26]=[CH:25][CH:24]=[N:23]2)=[CH:20][CH:21]=1)[C:8](=[O:10])[CH3:9])([CH3:4])([CH3:2])[CH3:3]. (9) The product is: [CH3:16][O:17][C:18]1[CH:32]=[C:31]([O:33][CH3:34])[CH:30]=[CH:29][C:19]=1[CH2:20][N:21]([C:22]1[CH:27]=[CH:26][CH:25]=[C:24]([F:28])[N:23]=1)[S:12]([C:3]1[C:2]([F:1])=[CH:11][C:6]2[NH:7][C:8](=[O:10])[O:9][C:5]=2[CH:4]=1)(=[O:14])=[O:13]. Given the reactants [F:1][C:2]1[C:3]([S:12](Cl)(=[O:14])=[O:13])=[CH:4][C:5]2[O:9][C:8](=[O:10])[NH:7][C:6]=2[CH:11]=1.[CH3:16][O:17][C:18]1[CH:32]=[C:31]([O:33][CH3:34])[CH:30]=[CH:29][C:19]=1[CH2:20][NH:21][C:22]1[CH:27]=[CH:26][CH:25]=[C:24]([F:28])[N:23]=1.COC1C=C(OC)C=CC=1CN(C1C=CC=C(F)N=1)S(C1C=CC2NC(=O)OC=2C=1)(=O)=O, predict the reaction product. (10) Given the reactants [CH3:1][N:2]1[CH:11]=[C:10](B2OC(C)(C)C(C)(C)O2)[C:9]2[CH2:8][CH2:7][CH2:6][CH2:5][C:4]=2[C:3]1=[O:21].Cl[C:23]1[C:28]([O:29][CH2:30][CH:31]2[CH2:33][CH2:32]2)=[CH:27][N:26]=[C:25]([S:34]([CH3:37])(=[O:36])=[O:35])[N:24]=1.[O-]P([O-])([O-])=O.[K+].[K+].[K+].O1CCOCC1.O, predict the reaction product. The product is: [CH:31]1([CH2:30][O:29][C:28]2[C:27]([C:10]3[C:9]4[CH2:8][CH2:7][CH2:6][CH2:5][C:4]=4[C:3](=[O:21])[N:2]([CH3:1])[CH:11]=3)=[N:26][C:25]([S:34]([CH3:37])(=[O:35])=[O:36])=[N:24][CH:23]=2)[CH2:32][CH2:33]1.